This data is from Forward reaction prediction with 1.9M reactions from USPTO patents (1976-2016). The task is: Predict the product of the given reaction. (1) Given the reactants [CH2:1]([NH:8][C:9]1[C:18]2[C:17]([C:19]3[CH:24]=[CH:23][CH:22]=[CH:21][CH:20]=3)=[N:16][CH:15]=[N:14][C:13]=2[N:12]([O:25]CC2C=CC=CC=2)[C:11](=[O:33])[CH:10]=1)[C:2]1[CH:7]=[CH:6][CH:5]=[CH:4][CH:3]=1.[H][H], predict the reaction product. The product is: [CH2:1]([NH:8][C:9]1[C:18]2[C:17]([C:19]3[CH:24]=[CH:23][CH:22]=[CH:21][CH:20]=3)=[N:16][CH:15]=[N:14][C:13]=2[N:12]([OH:25])[C:11](=[O:33])[CH:10]=1)[C:2]1[CH:7]=[CH:6][CH:5]=[CH:4][CH:3]=1. (2) Given the reactants [CH3:1][O:2][C:3](=[O:15])[C:4](=[O:14])[CH:5]([Cl:13])[C:6]1[CH:11]=[CH:10][C:9](F)=[CH:8][CH:7]=1.[CH3:16][O:17]C1C=C(C=CC=1)C=O.FC1C=CC(C=O)=CC=1, predict the reaction product. The product is: [CH3:1][O:2][C:3](=[O:15])[C:4](=[O:14])[CH:5]([Cl:13])[C:6]1[CH:11]=[CH:10][CH:9]=[C:8]([O:17][CH3:16])[CH:7]=1. (3) Given the reactants [F:1][C:2]1[C:14]([NH:15][CH2:16][C:17]2[CH:22]=[C:21]([C:23]3[CH:28]=[CH:27][CH:26]=[C:25]([F:29])[CH:24]=3)[CH:20]=[CH:19][C:18]=2[F:30])=[C:13]([F:31])[CH:12]=[CH:11][C:3]=1[O:4][CH2:5][C:6]([O:8][CH2:9]C)=[O:7].C([O-])([O-])=O.[K+].[K+].Cl, predict the reaction product. The product is: [F:1][C:2]1[C:14]([NH:15][CH2:16][C:17]2[CH:22]=[C:21]([C:23]3[CH:28]=[CH:27][CH:26]=[C:25]([F:29])[CH:24]=3)[CH:20]=[CH:19][C:18]=2[F:30])=[C:13]([F:31])[CH:12]=[CH:11][C:3]=1[O:4][CH2:5][C:6]([O:8][CH3:9])=[O:7]. (4) Given the reactants C([O:8][C:9]1[CH:14]=[CH:13][C:12]([CH2:15][C@@H:16]([N:21]([CH2:35][CH2:36][CH:37]([CH3:39])[CH3:38])[S:22]([C:25]2[CH:34]=[CH:33][C:32]3[C:27](=[CH:28][CH:29]=[CH:30][CH:31]=3)[CH:26]=2)(=[O:24])=[O:23])[C:17]([NH:19][OH:20])=[O:18])=[CH:11][CH:10]=1)C1C=CC=CC=1, predict the reaction product. The product is: [OH:20][NH:19][C:17](=[O:18])[C@H:16]([N:21]([CH2:35][CH2:36][CH:37]([CH3:38])[CH3:39])[S:22]([C:25]1[CH:34]=[CH:33][C:32]2[C:27](=[CH:28][CH:29]=[CH:30][CH:31]=2)[CH:26]=1)(=[O:24])=[O:23])[CH2:15][C:12]1[CH:11]=[CH:10][C:9]([OH:8])=[CH:14][CH:13]=1. (5) Given the reactants [Cl:1][C:2]1[CH:7]=[C:6]([Cl:8])[CH:5]=[CH:4][C:3]=1[C:9]1[NH:14][C:13](=[O:15])[C:12]([C:16]#[N:17])=[CH:11][C:10]=1[C:18]1[CH:23]=[CH:22][C:21]([Cl:24])=[CH:20][CH:19]=1.Br[CH2:26][CH2:27][N:28]1[C:32](=[O:33])[C:31]2=[CH:34][CH:35]=[CH:36][CH:37]=[C:30]2[C:29]1=[O:38].C([O-])([O-])=O.[K+].[K+], predict the reaction product. The product is: [Cl:24][C:21]1[CH:20]=[CH:19][C:18]([C:10]2[C:9]([C:3]3[CH:4]=[CH:5][C:6]([Cl:8])=[CH:7][C:2]=3[Cl:1])=[N:14][C:13]([O:15][CH2:26][CH2:27][N:28]3[C:29](=[O:38])[C:30]4[C:31](=[CH:34][CH:35]=[CH:36][CH:37]=4)[C:32]3=[O:33])=[C:12]([CH:11]=2)[C:16]#[N:17])=[CH:23][CH:22]=1. (6) Given the reactants [SH:1][CH2:2][CH2:3][C:4]([O:6][CH3:7])=[O:5].[Br:8][CH2:9][CH2:10]Br, predict the reaction product. The product is: [Br:8][CH2:9][CH2:10][S:1][CH2:2][CH2:3][C:4]([O:6][CH3:7])=[O:5]. (7) Given the reactants Cl[C:2]1[CH:7]=[CH:6][CH:5]=[C:4]([Cl:8])[N:3]=1.[CH3:9][N:10]([CH3:16])[CH:11]1[CH2:15][CH2:14][NH:13][CH2:12]1, predict the reaction product. The product is: [Cl:8][C:4]1[N:3]=[C:2]([N:13]2[CH2:14][CH2:15][CH:11]([N:10]([CH3:16])[CH3:9])[CH2:12]2)[CH:7]=[CH:6][CH:5]=1. (8) Given the reactants [F:1][C:2]([F:13])([F:12])[C:3]1[C:11]2[CH2:10][CH2:9][CH2:8][CH2:7][C:6]=2[NH:5][N:4]=1.Br[CH2:15][CH2:16][NH:17][C:18](=[O:24])[O:19][C:20]([CH3:23])([CH3:22])[CH3:21].CN(C=O)C.CC(C)([O-])C.[K+], predict the reaction product. The product is: [F:13][C:2]([F:1])([F:12])[C:3]1[C:11]2[CH2:10][CH2:9][CH2:8][CH2:7][C:6]=2[N:5]([CH2:15][CH2:16][NH:17][C:18](=[O:24])[O:19][C:20]([CH3:23])([CH3:22])[CH3:21])[N:4]=1. (9) Given the reactants [Br:1][C:2]1[CH:7]=[CH:6][C:5]([C:8]2[S:12][C:11]([CH3:13])=[N:10][C:9]=2[C:14]2[CH:19]=[CH:18][C:17](SC)=[CH:16][CH:15]=2)=[CH:4][CH:3]=1.[CH:22]1C=C(Cl)C=C(C(OO)=O)C=1.[O-:33][S:34]([O-:36])=O.[Na+].[Na+], predict the reaction product. The product is: [Br:1][C:2]1[CH:3]=[CH:4][C:5]([C:8]2[S:12][C:11]([CH3:13])=[N:10][C:9]=2[C:14]2[CH:15]=[CH:16][C:17]([S:34]([CH3:22])(=[O:36])=[O:33])=[CH:18][CH:19]=2)=[CH:6][CH:7]=1.